From a dataset of Full USPTO retrosynthesis dataset with 1.9M reactions from patents (1976-2016). Predict the reactants needed to synthesize the given product. Given the product [CH2:1]([C:3]1[C:4]([NH:21][CH:22]([CH2:25][CH3:26])[CH2:23][CH3:24])=[N:5][C:6]([CH2:19][CH3:20])=[C:7]([C:9]2[CH:14]=[CH:13][C:12]([OH:15])=[CH:11][C:10]=2[OH:17])[N:8]=1)[CH3:2], predict the reactants needed to synthesize it. The reactants are: [CH2:1]([C:3]1[C:4]([NH:21][CH:22]([CH2:25][CH3:26])[CH2:23][CH3:24])=[N:5][C:6]([CH2:19][CH3:20])=[C:7]([C:9]2[CH:14]=[CH:13][C:12]([O:15]C)=[CH:11][C:10]=2[O:17]C)[N:8]=1)[CH3:2].